Predict which catalyst facilitates the given reaction. From a dataset of Catalyst prediction with 721,799 reactions and 888 catalyst types from USPTO. (1) Reactant: [CH3:1][O:2][C:3]1[CH:4]=[C:5]([C:11]2[C@@H:20]3[C@@H:15]([CH2:16][CH2:17][CH2:18][CH2:19]3)[C:14](=[O:21])[N:13]([CH:22]3[CH2:27][CH2:26][N:25]([C:28](=[O:49])[C@H:29]([NH:41]C(=O)OC(C)(C)C)[CH2:30][C:31]4[CH:36]=[CH:35][CH:34]=[CH:33][C:32]=4[C:37]([F:40])([F:39])[F:38])[CH2:24][CH2:23]3)[N:12]=2)[CH:6]=[CH:7][C:8]=1[O:9][CH3:10].[ClH:50]. Product: [ClH:50].[NH2:41][C@H:29]([CH2:30][C:31]1[CH:36]=[CH:35][CH:34]=[CH:33][C:32]=1[C:37]([F:38])([F:40])[F:39])[C:28]([N:25]1[CH2:24][CH2:23][CH:22]([N:13]2[N:12]=[C:11]([C:5]3[CH:6]=[CH:7][C:8]([O:9][CH3:10])=[C:3]([O:2][CH3:1])[CH:4]=3)[C@@H:20]3[C@@H:15]([CH2:16][CH2:17][CH2:18][CH2:19]3)[C:14]2=[O:21])[CH2:27][CH2:26]1)=[O:49]. The catalyst class is: 12. (2) Reactant: Cl.[NH2:2][OH:3].C([O-])(O)=O.[Na+].[CH3:9][O:10][CH:11]([O:15][CH3:16])[CH2:12][C:13]#[N:14]. Product: [OH:3][NH:2][C:13](=[NH:14])[CH2:12][CH:11]([O:15][CH3:16])[O:10][CH3:9]. The catalyst class is: 5. (3) Reactant: Cl[C:2]1[N:6](COCC[Si](C)(C)C)[C:5]2[CH:15]=[CH:16][CH:17]=[CH:18][C:4]=2[N:3]=1.[CH:19]1([CH2:22][N:23]([CH2:33][CH2:34][CH3:35])[CH2:24][CH2:25][C:26]2[CH:31]=[CH:30][C:29]([OH:32])=[CH:28][CH:27]=2)[CH2:21][CH2:20]1.C([O-])([O-])=O.[Cs+].[Cs+]. Product: [NH:6]1[C:5]2[CH:15]=[CH:16][CH:17]=[CH:18][C:4]=2[N:3]=[C:2]1[O:32][C:29]1[CH:30]=[CH:31][C:26]([CH2:25][CH2:24][N:23]([CH2:22][CH:19]2[CH2:21][CH2:20]2)[CH2:33][CH2:34][CH3:35])=[CH:27][CH:28]=1. The catalyst class is: 3. (4) Reactant: C(OC(=O)[NH:7][CH2:8][CH2:9][C:10]1[CH:15]=[CH:14][C:13]([C:16]2[S:20](=[O:22])(=[O:21])[N:19]([C:23]([CH3:26])([CH3:25])[CH3:24])[C:18](=[O:27])[CH:17]=2)=[CH:12][CH:11]=1)(C)(C)C.[F:29][C:30]([F:35])([F:34])[C:31]([OH:33])=[O:32]. Product: [F:29][C:30]([F:35])([F:34])[C:31]([OH:33])=[O:32].[NH2:7][CH2:8][CH2:9][C:10]1[CH:15]=[CH:14][C:13]([C:16]2[S:20](=[O:22])(=[O:21])[N:19]([C:23]([CH3:25])([CH3:24])[CH3:26])[C:18](=[O:27])[CH:17]=2)=[CH:12][CH:11]=1. The catalyst class is: 2. (5) Reactant: [C:1]([C:5]1[CH:6]=[C:7]([CH3:11])[CH:8]=[CH:9][CH:10]=1)([CH3:4])([CH3:3])[CH3:2].C1C(=O)N([Br:19])C(=O)C1. Product: [Br:19][CH2:11][C:7]1[CH:8]=[CH:9][CH:10]=[C:5]([C:1]([CH3:4])([CH3:3])[CH3:2])[CH:6]=1. The catalyst class is: 53. (6) Product: [F:39][C:40]([F:45])([F:44])[C:41]([OH:43])=[O:42].[Cl:31][C:26]1[CH:27]=[CH:28][CH:29]=[CH:30][C:25]=1[N:24]1[CH:20]([C:16]2[CH:17]=[CH:18][CH:19]=[C:14]([C:11]3[CH2:12][CH2:13][NH:8][CH2:9][CH:10]=3)[CH:15]=2)[CH2:21][C:22]([C:32]([F:38])([F:37])[C:33]([F:34])([F:35])[F:36])=[N:23]1. The catalyst class is: 4. Reactant: C([N:8]1[CH2:13][CH:12]=[C:11]([C:14]2[CH:15]=[C:16]([CH:20]3[N:24]([C:25]4[CH:30]=[CH:29][CH:28]=[CH:27][C:26]=4[Cl:31])[N:23]=[C:22]([C:32]([F:38])([F:37])[C:33]([F:36])([F:35])[F:34])[CH2:21]3)[CH:17]=[CH:18][CH:19]=2)[CH2:10][CH2:9]1)(OC(C)(C)C)=O.[F:39][C:40]([F:45])([F:44])[C:41]([OH:43])=[O:42]. (7) Reactant: [CH:1]1([N:7]2[CH2:11][CH2:10][CH:9]([CH2:12][C:13]3[CH:18]=[CH:17][C:16]([C:19]4[CH:24]=[CH:23][C:22]([C:25]([O:27]C)=[O:26])=[CH:21][CH:20]=4)=[CH:15][C:14]=3[O:29][C:30]([F:33])([F:32])[F:31])[C:8]2=[O:34])[CH2:6][CH2:5][CH2:4][CH2:3][CH2:2]1.C1COCC1.O.O.[OH-].[Li+]. The catalyst class is: 13. Product: [CH:1]1([N:7]2[CH2:11][CH2:10][CH:9]([CH2:12][C:13]3[CH:18]=[CH:17][C:16]([C:19]4[CH:20]=[CH:21][C:22]([C:25]([OH:27])=[O:26])=[CH:23][CH:24]=4)=[CH:15][C:14]=3[O:29][C:30]([F:31])([F:32])[F:33])[C:8]2=[O:34])[CH2:6][CH2:5][CH2:4][CH2:3][CH2:2]1. (8) Reactant: Cl[C:2]1[C:11]2[C:6](=[CH:7][C:8]([F:13])=[CH:9][C:10]=2[F:12])[N:5]=[C:4]([N:14]2[CH2:18][CH2:17][CH2:16][C:15]2=[O:19])[C:3]=1[CH3:20].[O:21]1[CH2:26][CH2:25][N:24]([C:27]2[C:32]([NH2:33])=[CH:31][C:30]([N:34]3[CH2:39][CH2:38][O:37][CH2:36][CH2:35]3)=[CH:29][N:28]=2)[CH2:23][CH2:22]1. Product: [N:24]1([C:27]2[C:32]([NH:33][C:2]3[C:11]4[C:6](=[CH:7][C:8]([F:13])=[CH:9][C:10]=4[F:12])[N:5]=[C:4]([N:14]4[CH2:18][CH2:17][CH2:16][C:15]4=[O:19])[C:3]=3[CH3:20])=[CH:31][C:30]([N:34]3[CH2:35][CH2:36][O:37][CH2:38][CH2:39]3)=[CH:29][N:28]=2)[CH2:23][CH2:22][O:21][CH2:26][CH2:25]1. The catalyst class is: 11. (9) Reactant: [H-].[Na+].[CH2:3]([OH:9])[CH2:4][CH2:5][CH2:6][CH2:7][OH:8].[CH2:10](Br)[C:11]1[CH:16]=[CH:15][CH:14]=[CH:13][CH:12]=1.O. Product: [CH2:10]([O:8][CH2:7][CH2:6][CH2:5][CH2:4][CH2:3][OH:9])[C:11]1[CH:16]=[CH:15][CH:14]=[CH:13][CH:12]=1. The catalyst class is: 3.